The task is: Regression/Classification. Given a drug SMILES string, predict its absorption, distribution, metabolism, or excretion properties. Task type varies by dataset: regression for continuous measurements (e.g., permeability, clearance, half-life) or binary classification for categorical outcomes (e.g., BBB penetration, CYP inhibition). Dataset: cyp1a2_veith.. This data is from CYP1A2 inhibition data for predicting drug metabolism from PubChem BioAssay. (1) The compound is O=c1cnc2cnc(Oc3ccccc3)nc2n1Cc1cccs1. The result is 1 (inhibitor). (2) The molecule is COc1ccc(/C=N/n2cnc3c([nH]c4ccc(Br)cc43)c2=O)cc1CN1CCOCC1. The result is 1 (inhibitor). (3) The compound is O=C(Oc1ccccc1)N1CCC2(CC1)CN(C(c1ccccc1)c1ccccc1)C2. The result is 0 (non-inhibitor). (4) The drug is O=C(Nc1ccccc1)c1cc(-c2ccccc2Cl)no1. The result is 1 (inhibitor). (5) The drug is O=C(c1ccc(Cl)cc1)N1CCN(c2cc(=O)[nH]nc2-c2ccccc2)CC1. The result is 0 (non-inhibitor). (6) The compound is COc1ccc(S(=O)(=O)NC(CC(=O)NC2CCCC2)c2ccco2)cc1. The result is 0 (non-inhibitor).